From a dataset of Experimentally validated miRNA-target interactions with 360,000+ pairs, plus equal number of negative samples. Binary Classification. Given a miRNA mature sequence and a target amino acid sequence, predict their likelihood of interaction. (1) The miRNA is hsa-miR-1249-5p with sequence AGGAGGGAGGAGAUGGGCCAAGUU. The protein sequence of the target gene is MLSARTMKEVVYWSPKKVADWLLENAMPEYCEPLEHFTGQDLINLTQEDFKKPPLYRVSSDNGQRLLDMIETLKMEHHMEAHKNGHANGHLSIGVDIPNPDGSFSIKTKPNGMPNGFRKEMIKIPMPEPERSQYPMEWGKTFLAFLYALSCFVLTTVMISVVHERVPPKEVQPPLPDTFFDHFNRVQWAFSICEINGMILVGLWLFQWLLLKYKSIISRRFFCIVGTLYLYRCITMYVTTLPVPGMHFNCSPKLFGDWEAQVRRIMKLIAGGGLSITGSHNMCGDYLYSGHTVMLTLTYL.... Result: 0 (no interaction). (2) The miRNA is hsa-miR-5007-5p with sequence UAGAGUCUGGCUGAUAUGGUUU. The protein sequence of the target gene is MRWGLRPRGPGAAALATARSLWGTPRLPCSPGWQGATKRLLVRSVSGASNHQPNSNSGRYRDTVLLPQTSFPMKLLGRQQPDTELEIQQKCGFSELYSWQRERKVKTEFCLHDGPPYANGDPHVGHALNKILKDIANRFHMMNGSKIHFVPGWDCHGLPIEIKVLSELGREAQNLSAMEIRKKARSFAKAAIEKQKSAFIRWGIMADWNNCYYTFDGKYEAKQLRTFYQMYDKGLVYRSYKPVFWSPSSRTALAEAELEYNPEHVSRSIYVKFPLLKPSPKLASLIDGSSPVSILVWTTQ.... Result: 0 (no interaction). (3) The protein sequence of the target gene is MSLSEEQARSFLDQNPDFARQYFGKKLSPENVAAACEDGCPPDCDSLRDLCQVEESTALLELVQDMQESINMERVVFKVLRRLCTLLQADRCSLFMYRQRNGVAELATRLFSVQPDSVLEDCLVPPDSEIVFPLDIGVVGHVAQTKKMVNVEDVAECPHFSSFADELTDYKTKNMLATPIMNGKDVVAVIMAVNKLNGPFFTSEDEDVFLKYLNFATLYLKIYHLSYLHNCETRRGQVLLWSANKVFEELTDIERQFHKAFYTVRAYLNCERYSVGLLDMTKEKEFFDVWSVLMGESQPY.... Result: 1 (interaction). The miRNA is hsa-miR-4649-3p with sequence UCUGAGGCCUGCCUCUCCCCA. (4) The protein sequence of the target gene is MAASGITSLPALPEDGGAAFPPGHFKDPKRLYCKNGGFFLRIHPDGRVDGVREKSDPHVKLQLQAEERGVVSIKGVCANRYLAMKEDGRLLASKCVTEECFFFERLESNNYNTYRSRKYSSWYVALKRTGQYKLGSKTGPGQKAILFLPMSAKS. The miRNA is hsa-miR-548c-3p with sequence CAAAAAUCUCAAUUACUUUUGC. Result: 0 (no interaction).